From a dataset of NCI-60 drug combinations with 297,098 pairs across 59 cell lines. Regression. Given two drug SMILES strings and cell line genomic features, predict the synergy score measuring deviation from expected non-interaction effect. (1) Drug 1: CC1CCC2CC(C(=CC=CC=CC(CC(C(=O)C(C(C(=CC(C(=O)CC(OC(=O)C3CCCCN3C(=O)C(=O)C1(O2)O)C(C)CC4CCC(C(C4)OC)OCCO)C)C)O)OC)C)C)C)OC. Drug 2: CCC1(C2=C(COC1=O)C(=O)N3CC4=CC5=C(C=CC(=C5CN(C)C)O)N=C4C3=C2)O.Cl. Cell line: OVCAR-8. Synergy scores: CSS=34.9, Synergy_ZIP=-0.270, Synergy_Bliss=-0.500, Synergy_Loewe=-1.71, Synergy_HSA=1.51. (2) Drug 1: CC(CN1CC(=O)NC(=O)C1)N2CC(=O)NC(=O)C2. Drug 2: CC1=C(C(=O)C2=C(C1=O)N3CC4C(C3(C2COC(=O)N)OC)N4)N. Cell line: A549. Synergy scores: CSS=51.4, Synergy_ZIP=-5.93, Synergy_Bliss=-6.05, Synergy_Loewe=0.679, Synergy_HSA=3.09.